From a dataset of CYP1A2 inhibition data for predicting drug metabolism from PubChem BioAssay. Regression/Classification. Given a drug SMILES string, predict its absorption, distribution, metabolism, or excretion properties. Task type varies by dataset: regression for continuous measurements (e.g., permeability, clearance, half-life) or binary classification for categorical outcomes (e.g., BBB penetration, CYP inhibition). Dataset: cyp1a2_veith. (1) The molecule is Cc1ccc2nc(SCC(=O)Nc3nnc(SCC(N)=O)s3)[nH]c2c1. The result is 1 (inhibitor). (2) The compound is CO/N=C\C[C@@H]1C=C[C@H](OC(C)=O)[C@H](COC(C)=O)O1. The result is 0 (non-inhibitor). (3) The compound is O=C(O)CCNc1ncnc2nc[nH]c12. The result is 0 (non-inhibitor). (4) The compound is C[C@@]12C(=O)OC(=O)[C@@]1(C)[C@H]1CC[C@@H]2O1. The result is 0 (non-inhibitor). (5) The result is 1 (inhibitor). The compound is COc1ccc(-c2cc(C(F)(F)F)n3nc(C(=O)NCc4ccco4)c(Cl)c3n2)cc1. (6) The molecule is CS(=O)(=O)Nc1cccc(-c2nc(NC3CC3)c3ccccc3n2)c1. The result is 1 (inhibitor). (7) The molecule is Cc1cc(NC(=O)CCC(=O)N2CCC3(CC2)OCCO3)no1. The result is 0 (non-inhibitor). (8) The compound is COc1ccccc1NC(=O)c1sc2ncn(Cc3ccccc3C)c(=O)c2c1C. The result is 1 (inhibitor). (9) The drug is CN1CCN(c2ccc([N+](=O)[O-])cc2S(=O)(=O)N2CCOCC2)CC1. The result is 0 (non-inhibitor). (10) The molecule is COc1ccccc1OC(C)c1nnc(SCC(=O)Nc2c(C)n(C)n(-c3ccccc3)c2=O)n1-c1ccccc1. The result is 0 (non-inhibitor).